From a dataset of Forward reaction prediction with 1.9M reactions from USPTO patents (1976-2016). Predict the product of the given reaction. (1) Given the reactants [OH-].[Na+].C([NH:6][C@@:7]1([C:20]([O:22]CC)=[O:21])[CH2:14][C:11]2([CH2:13][CH2:12]2)[C@@H:10]2[C@H:8]1[C@H:9]2[C:15]([O:17]CC)=[O:16])(=O)C, predict the reaction product. The product is: [NH2:6][C@@:7]1([C:20]([OH:22])=[O:21])[CH2:14][C:11]2([CH2:13][CH2:12]2)[C@@H:10]2[C@H:8]1[C@H:9]2[C:15]([OH:17])=[O:16]. (2) Given the reactants [F:1][C:2]([F:13])([S:9]([O-:12])(=[O:11])=[O:10])[CH:3]([OH:8])[C:4]([F:7])([F:6])[F:5].C([N+](C)(C)C)C1C=CC=CC=1.[Br-].[C:26]([C:30]1[CH:35]=[CH:34][C:33]([S+:36]([C:44]2[CH:49]=[CH:48][C:47]([C:50]([CH3:53])([CH3:52])[CH3:51])=[CH:46][CH:45]=2)[C:37]2[CH:42]=[CH:41][C:40]([F:43])=[CH:39][CH:38]=2)=[CH:32][CH:31]=1)([CH3:29])([CH3:28])[CH3:27].C(Cl)Cl, predict the reaction product. The product is: [F:13][C:2]([F:1])([S:9]([O-:12])(=[O:10])=[O:11])[CH:3]([OH:8])[C:4]([F:5])([F:7])[F:6].[C:26]([C:30]1[CH:31]=[CH:32][C:33]([S+:36]([C:44]2[CH:45]=[CH:46][C:47]([C:50]([CH3:53])([CH3:52])[CH3:51])=[CH:48][CH:49]=2)[C:37]2[CH:42]=[CH:41][C:40]([F:43])=[CH:39][CH:38]=2)=[CH:34][CH:35]=1)([CH3:29])([CH3:28])[CH3:27]. (3) Given the reactants [C:1]([NH:4][C:5]([NH:7][C:8](=[O:16])[C:9]1[CH:14]=[CH:13][C:12]([Cl:15])=[CH:11][CH:10]=1)=[S:6])(=[O:3])[NH2:2].BrBr.O.CO, predict the reaction product. The product is: [Cl:15][C:12]1[CH:13]=[CH:14][C:9]([C:8]([NH:7][C:5]2[S:6][NH:2][C:1](=[O:3])[N:4]=2)=[O:16])=[CH:10][CH:11]=1. (4) Given the reactants [NH:1]1[C:5]2[CH:6]=[CH:7][CH:8]=[CH:9][C:4]=2[N:3]=[C:2]1[NH:10][C:11]([C:13]1[NH:17][CH:16]=[N:15][C:14]=1[C:18]([NH:20][C:21]1[CH:26]=[CH:25][C:24]([O:27][CH:28]2[CH2:33][CH2:32][N:31]([CH2:34][CH3:35])[CH2:30][CH2:29]2)=[CH:23][C:22]=1[CH3:36])=[O:19])=[O:12].C(=O)[C:38]1[CH:43]=[CH:42]C=[CH:40][CH:39]=1.N1C2C=CC=CC=2N=C1NC(C1NC=NC=1C(NC1C=CC(OC2CCNCC2)=CC=1C)=O)=O.C(O[BH-](OC(=O)C)OC(=O)C)(=O)C.[Na+].Cl, predict the reaction product. The product is: [NH:1]1[C:5]2[CH:6]=[CH:7][CH:8]=[CH:9][C:4]=2[N:3]=[C:2]1[NH:10][C:11]([C:13]1[NH:17][CH:16]=[N:15][C:14]=1[C:18]([NH:20][C:21]1[CH:26]=[CH:25][C:24]([O:27][CH:28]2[CH2:33][CH2:32][N:31]([CH2:34][C:35]3[CH:42]=[CH:43][CH:38]=[CH:39][CH:40]=3)[CH2:30][CH2:29]2)=[CH:23][C:22]=1[CH3:36])=[O:19])=[O:12]. (5) Given the reactants [CH3:1][O:2][C:3](=[O:14])[CH2:4][C:5]1[CH:10]=[CH:9][C:8]([N+:11]([O-:13])=[O:12])=[CH:7][CH:6]=1.[H-].[Na+].I[CH2:18][CH2:19][CH2:20]I, predict the reaction product. The product is: [CH3:1][O:2][C:3]([C:4]1([C:5]2[CH:6]=[CH:7][C:8]([N+:11]([O-:13])=[O:12])=[CH:9][CH:10]=2)[CH2:20][CH2:19][CH2:18]1)=[O:14]. (6) The product is: [C:1]([O:5][C:6]([N:8]1[CH2:13][CH2:12][CH:11]([NH:14][NH:15][C:16]([O:18][C:19]([CH3:22])([CH3:21])[CH3:20])=[O:17])[CH2:10][CH2:9]1)=[O:7])([CH3:4])([CH3:3])[CH3:2]. Given the reactants [C:1]([O:5][C:6]([N:8]1[CH2:13][CH2:12][C:11](=[N:14][NH:15][C:16]([O:18][C:19]([CH3:22])([CH3:21])[CH3:20])=[O:17])[CH2:10][CH2:9]1)=[O:7])([CH3:4])([CH3:3])[CH3:2].[BH4-].[Na+].C(=O)(O)[O-].[Na+], predict the reaction product. (7) Given the reactants [CH2:1]1[C:9]2[CH:8]=[CH:7][N:6]=[C:5](C(O)=O)[C:4]=2[CH2:3][O:2]1.C1(P(N=[N+]=[N-])(C2C=CC=CC=2)=[O:20])C=CC=CC=1.C([N:32]([CH2:35]C)CC)C.[C:37]([OH:41])([CH3:40])([CH3:39])[CH3:38], predict the reaction product. The product is: [C:37]([O:41][C:35](=[O:20])[NH:32][C:5]1[C:4]2[CH2:3][O:2][CH2:1][C:9]=2[CH:8]=[CH:7][N:6]=1)([CH3:40])([CH3:39])[CH3:38].